Task: Predict the product of the given reaction.. Dataset: Forward reaction prediction with 1.9M reactions from USPTO patents (1976-2016) (1) Given the reactants [C:1]([C:5]1[CH:6]=[C:7]([NH:11][C:12](=[O:25])[C:13]2[CH:18]=[CH:17][C:16]([CH:19]3[CH2:24][CH2:23][NH:22][CH2:21][CH2:20]3)=[CH:15][CH:14]=2)[CH:8]=[CH:9][CH:10]=1)([CH3:4])([CH3:3])[CH3:2].Br[C:27]1[CH:35]=[CH:34][C:30]([C:31]([OH:33])=[O:32])=[CH:29][C:28]=1[CH3:36].C(C1C=C(NC(C2C=CC(N3CCN(C4C=CC(C(O)=O)=CC=4)CC3)=C(F)C=2)=O)C=CC=1)(C)(C)C, predict the reaction product. The product is: [C:1]([C:5]1[CH:6]=[C:7]([NH:11][C:12]([C:13]2[CH:14]=[CH:15][C:16]([CH:19]3[CH2:24][CH2:23][N:22]([C:27]4[CH:35]=[CH:34][C:30]([C:31]([OH:33])=[O:32])=[CH:29][C:28]=4[CH3:36])[CH2:21][CH2:20]3)=[CH:17][CH:18]=2)=[O:25])[CH:8]=[CH:9][CH:10]=1)([CH3:4])([CH3:2])[CH3:3]. (2) Given the reactants C([O:5][C:6]([N:8]1[CH:13]([C:14]2[NH:18][C:17]3[CH:19]=[C:20]([C:23]4[CH:35]=[CH:34][C:33]5[C:32]6[C:27](=[CH:28][C:29]([C:36]7[NH:37][C:38]([CH:41]8[CH2:47][C:44]9([CH2:46][CH2:45]9)[CH2:43][N:42]8[C:48](=[O:58])[CH:49]([NH:53][C:54]([O:56][CH3:57])=[O:55])[CH:50]([CH3:52])[CH3:51])=[N:39][CH:40]=7)=[CH:30][CH:31]=6)[C:26]([F:60])([F:59])[C:25]=5[CH:24]=4)[CH:21]=[CH:22][C:16]=3[N:15]=2)[CH:12]2[CH2:61][CH:9]1[CH2:10][CH2:11]2)=O)(C)(C)C.Cl.CCN(C(C)C)[CH:66]([CH3:68])[CH3:67].CN([C:75]([O:79]N1N=NC2C=CC=NC1=2)=[N+](C)C)C.F[P-](F)(F)(F)(F)F.C[N:97]([CH:99]=[O:100])[CH3:98], predict the reaction product. The product is: [CH3:75][O:79][C:99](=[O:100])[NH:97][CH:98]([C:6]([N:8]1[CH:13]([C:14]2[NH:18][C:17]3[CH:19]=[C:20]([C:23]4[CH:35]=[CH:34][C:33]5[C:32]6[C:27](=[CH:28][C:29]([C:36]7[NH:37][C:38]([CH:41]8[CH2:47][C:44]9([CH2:45][CH2:46]9)[CH2:43][N:42]8[C:48](=[O:58])[CH:49]([NH:53][C:54]([O:56][CH3:57])=[O:55])[CH:50]([CH3:51])[CH3:52])=[N:39][CH:40]=7)=[CH:30][CH:31]=6)[C:26]([F:59])([F:60])[C:25]=5[CH:24]=4)[CH:21]=[CH:22][C:16]=3[N:15]=2)[CH:12]2[CH2:61][CH:9]1[CH2:10][CH2:11]2)=[O:5])[CH:66]([CH3:68])[CH3:67]. (3) Given the reactants [CH2:1]([N:8]([CH2:39][CH2:40][NH:41][C:42]([O:44][C:45]([CH3:48])([CH3:47])[CH3:46])=[O:43])[C@@H:9]1[CH2:16][N:15]2[C:17]3[CH:18]=[C:19]([C:30]([O:32]C)=[O:31])[CH:20]=[CH:21][C:22]=3[C:23]([CH:24]3[CH2:29][CH2:28][CH2:27][CH2:26][CH2:25]3)=[C:14]2[C:13]2[CH:34]=[CH:35][C:36]([F:38])=[CH:37][C:12]=2[O:11][CH2:10]1)[C:2]1[CH:7]=[CH:6][CH:5]=[CH:4][CH:3]=1.[OH-].[K+].Cl, predict the reaction product. The product is: [CH2:1]([N:8]([CH2:39][CH2:40][NH:41][C:42]([O:44][C:45]([CH3:48])([CH3:47])[CH3:46])=[O:43])[C@@H:9]1[CH2:16][N:15]2[C:17]3[CH:18]=[C:19]([C:30]([OH:32])=[O:31])[CH:20]=[CH:21][C:22]=3[C:23]([CH:24]3[CH2:25][CH2:26][CH2:27][CH2:28][CH2:29]3)=[C:14]2[C:13]2[CH:34]=[CH:35][C:36]([F:38])=[CH:37][C:12]=2[O:11][CH2:10]1)[C:2]1[CH:7]=[CH:6][CH:5]=[CH:4][CH:3]=1. (4) Given the reactants [F:1][C:2]1[CH:10]=[CH:9][C:5]([C:6]([OH:8])=[O:7])=[CH:4][CH:3]=1.[C:11](OC(OC(O[C:11]([CH3:14])([CH3:13])[CH3:12])=O)=O)([CH3:14])([CH3:13])[CH3:12].O, predict the reaction product. The product is: [F:1][C:2]1[CH:10]=[CH:9][C:5]([C:6]([O:8][C:11]([CH3:14])([CH3:13])[CH3:12])=[O:7])=[CH:4][CH:3]=1. (5) Given the reactants [CH3:1][C:2]1[C:6]([CH2:7][N:8]2[CH:12]=[C:11]([N:13]3[C:17](=O)[NH:16][NH:15][C:14]3=[O:19])[CH:10]=[N:9]2)=[C:5]([CH3:20])[O:4][N:3]=1.CI.[C:23](=[O:26])([O-])[O-].[Cs+].[Cs+].[C:29](#N)C.CN(C=O)C, predict the reaction product. The product is: [CH3:1][C:2]1[C:6]([CH2:7][N:8]2[CH:12]=[C:11]([N:13]3[C:14](=[O:19])[N:15]([CH3:29])[N:16]([CH3:17])[C:23]3=[O:26])[CH:10]=[N:9]2)=[C:5]([CH3:20])[O:4][N:3]=1.